Dataset: Forward reaction prediction with 1.9M reactions from USPTO patents (1976-2016). Task: Predict the product of the given reaction. (1) Given the reactants [CH2:1]([N:3]([CH2:30][CH3:31])[CH2:4][CH2:5][N:6]1[C:14]2[C:9](=[CH:10][C:11]([N+:15]([O-])=O)=[CH:12][CH:13]=2)[CH:8]=[C:7]1[CH2:18][C:19]1[CH:24]=[CH:23][C:22]([O:25][C:26]([F:29])([F:28])[F:27])=[CH:21][CH:20]=1)[CH3:2].I.CS[C:35]([C:37]1[S:38][CH:39]=[CH:40][CH:41]=1)=[NH:36], predict the reaction product. The product is: [CH2:1]([N:3]([CH2:30][CH3:31])[CH2:4][CH2:5][N:6]1[C:14]2[C:9](=[CH:10][C:11]([NH:15][C:35]([C:37]3[S:38][CH:39]=[CH:40][CH:41]=3)=[NH:36])=[CH:12][CH:13]=2)[CH:8]=[C:7]1[CH2:18][C:19]1[CH:24]=[CH:23][C:22]([O:25][C:26]([F:29])([F:28])[F:27])=[CH:21][CH:20]=1)[CH3:2]. (2) Given the reactants FC1C=CC(C)=C2C=1[CH:4]=[C:5]([NH2:13])[N:6]=C2.C(OCC(COCC)C(=N)C(=N)[CH2:21][C:22]1[CH:27]=[C:26]([C:28]([F:31])([F:30])[F:29])[CH:25]=[C:24]([F:32])[CH:23]=1)C, predict the reaction product. The product is: [F:32][C:24]1[CH:23]=[C:22]2[C:27]([CH:4]=[C:5]([NH2:13])[N:6]=[CH:21]2)=[C:26]([C:28]([F:29])([F:30])[F:31])[CH:25]=1. (3) Given the reactants [CH:1]1[C:10]2[C:5](=[CH:6][C:7]([C:11]3[O:15][N:14]=[C:13]([NH:16][C:17](=[O:22])[O:18][CH2:19][CH:20]=[CH2:21])[CH:12]=3)=[CH:8][CH:9]=2)[CH:4]=[CH:3][N:2]=1.[H-].[Na+].[F:25][C:26]([F:49])([F:48])[C:27]1[CH:47]=[CH:46][C:30]([CH2:31][C@H:32]2[CH2:36]OS(=O)(=O)N2C(OC(C)(C)C)=O)=[CH:29][CH:28]=1.[OH-].[Na+].[CH3:52]N(C=O)C, predict the reaction product. The product is: [CH:1]1[C:10]2[C:5](=[CH:6][C:7]([C:11]3[O:15][N:14]=[C:13]([N:16]([CH2:52][C@@H:32]([CH3:36])[CH2:31][C:30]4[CH:29]=[CH:28][C:27]([C:26]([F:25])([F:48])[F:49])=[CH:47][CH:46]=4)[C:17](=[O:22])[O:18][CH2:19][CH:20]=[CH2:21])[CH:12]=3)=[CH:8][CH:9]=2)[CH:4]=[CH:3][N:2]=1. (4) Given the reactants [C:1]([NH:8][C@H:9]([C:14]([OH:16])=O)[CH2:10][CH2:11][CH2:12][CH3:13])([O:3][C:4]([CH3:7])([CH3:6])[CH3:5])=[O:2].CN1CCCCC1.ClC(OCC)=O.Cl.[CH3:31][NH:32][O:33][CH3:34], predict the reaction product. The product is: [CH3:34][O:33][N:32]([CH3:31])[C:14]([C@@H:9]([NH:8][C:1](=[O:2])[O:3][C:4]([CH3:5])([CH3:6])[CH3:7])[CH2:10][CH2:11][CH2:12][CH3:13])=[O:16]. (5) Given the reactants [CH2:1]([Cl:5])[C:2](=[CH2:4])[CH3:3].[S:6]([O-:9])([O-:8])=[O:7].[Na+:10].[Na+], predict the reaction product. The product is: [CH2:1]([S:6]([O-:9])(=[O:8])=[O:7])[C:2](=[CH2:4])[CH3:3].[Na+:10].[Cl-:5].[Na+:10]. (6) Given the reactants [NH:1]([C:3]1[C:12]2[C:7](=[C:8]([OH:13])[CH:9]=[CH:10][CH:11]=2)[N:6]=[C:5]([CH3:14])[CH:4]=1)[NH2:2].C(O[CH:18]=[CH:19][C:20](=O)[C:21]([F:24])([F:23])[F:22])C.C([O-])([O-])=O.[Na+].[Na+], predict the reaction product. The product is: [CH3:14][C:5]1[CH:4]=[C:3]([N:1]2[C:20]([C:21]([F:24])([F:23])[F:22])=[CH:19][CH:18]=[N:2]2)[C:12]2[C:7](=[C:8]([OH:13])[CH:9]=[CH:10][CH:11]=2)[N:6]=1.